From a dataset of Full USPTO retrosynthesis dataset with 1.9M reactions from patents (1976-2016). Predict the reactants needed to synthesize the given product. (1) Given the product [CH3:6][N:8]1[CH2:13][CH2:12][N:11]([C:14]2[CH:19]=[CH:18][C:17]([CH2:20][OH:21])=[CH:16][CH:15]=2)[CH2:10][CH2:9]1, predict the reactants needed to synthesize it. The reactants are: C(O[C:6]([N:8]1[CH2:13][CH2:12][N:11]([C:14]2[CH:19]=[CH:18][C:17]([CH:20]=[O:21])=[CH:16][CH:15]=2)[CH2:10][CH2:9]1)=O)(C)(C)C.[H-].[H-].[H-].[H-].[Li+].[Al+3]. (2) Given the product [Cl:37][C:22]1[C:23]([NH:25][C:26]2[C:35]([F:36])=[CH:34][CH:33]=[CH:32][C:27]=2[C:28]([NH:30][CH3:31])=[O:29])=[N:24][C:19]([NH:1][C:2]2[CH:3]=[CH:4][C:5]3[C:11]([CH3:12])([CH3:13])[CH2:10][CH2:9][C:8](=[O:14])[N:7]([CH2:15][CH3:16])[C:6]=3[CH:17]=2)=[N:20][CH:21]=1, predict the reactants needed to synthesize it. The reactants are: [NH2:1][C:2]1[CH:3]=[CH:4][C:5]2[C:11]([CH3:13])([CH3:12])[CH2:10][CH2:9][C:8](=[O:14])[N:7]([CH2:15][CH3:16])[C:6]=2[CH:17]=1.Cl[C:19]1[N:24]=[C:23]([NH:25][C:26]2[C:35]([F:36])=[CH:34][CH:33]=[CH:32][C:27]=2[C:28]([NH:30][CH3:31])=[O:29])[C:22]([Cl:37])=[CH:21][N:20]=1. (3) Given the product [CH3:9][NH:1][C:2]1[CH:7]=[CH:6][CH:5]=[C:4]([NH2:8])[N:3]=1, predict the reactants needed to synthesize it. The reactants are: [NH2:1][C:2]1[CH:7]=[CH:6][CH:5]=[C:4]([NH2:8])[N:3]=1.[C:9]([O-])([O-])=O.[K+].[K+].CI.O. (4) Given the product [Cl:40][C:23]1[S:22][C:21]([C:18]2[CH:19]=[CH:20][C:15]([C:12]3[CH:13]=[CH:14][C:9]([C:6]4([C:4]([OH:5])=[O:3])[CH2:8][CH2:7]4)=[CH:10][CH:11]=3)=[CH:16][CH:17]=2)=[C:25]([NH:26][C:27]([O:29][C@@H:30]([C:32]2[CH:37]=[C:36]([F:38])[CH:35]=[CH:34][C:33]=2[F:39])[CH3:31])=[O:28])[CH:24]=1, predict the reactants needed to synthesize it. The reactants are: C([O:3][C:4]([C:6]1([C:9]2[CH:14]=[CH:13][C:12]([C:15]3[CH:20]=[CH:19][C:18]([C:21]4[S:22][C:23]([Cl:40])=[CH:24][C:25]=4[NH:26][C:27]([O:29][C@@H:30]([C:32]4[CH:37]=[C:36]([F:38])[CH:35]=[CH:34][C:33]=4[F:39])[CH3:31])=[O:28])=[CH:17][CH:16]=3)=[CH:11][CH:10]=2)[CH2:8][CH2:7]1)=[O:5])C.[OH-].[Na+].C(OCC)(=O)C. (5) Given the product [F:59][C:56]([F:57])([F:58])[O:55][C:47]1[CH:46]=[C:45]([C:44]2[N:43]=[C:9]([C:7]3[CH:6]=[CH:5][C:4]([C:12]4[CH:17]=[CH:16][CH:15]=[CH:14][CH:13]=4)=[C:3]([C:2]([F:1])([F:19])[F:18])[CH:8]=3)[O:11][N:60]=2)[CH:50]=[CH:49][C:48]=1[S:51]([NH2:52])(=[O:54])=[O:53], predict the reactants needed to synthesize it. The reactants are: [F:1][C:2]([F:19])([F:18])[C:3]1[CH:8]=[C:7]([C:9]([OH:11])=O)[CH:6]=[CH:5][C:4]=1[C:12]1[CH:17]=[CH:16][CH:15]=[CH:14][CH:13]=1.CCN=C=NCCCN(C)C.Cl.C1C=CC2N(O)N=NC=2C=1.O[NH:43][C:44](=[NH:60])[C:45]1[CH:50]=[CH:49][C:48]([S:51](=[O:54])(=[O:53])[NH2:52])=[C:47]([O:55][C:56]([F:59])([F:58])[F:57])[CH:46]=1. (6) Given the product [ClH:1].[ClH:36].[Cl:22][C:7]1[C:8]([NH:12][C:13](=[O:21])[CH2:14][CH:15]2[CH2:20][CH2:19][CH2:18][CH2:17][CH2:16]2)=[C:9]2[C:4](=[CH:5][CH:6]=1)[N:3]=[C:2]([NH:29][CH2:30][CH2:31][NH:32][CH2:33][CH2:34][OH:35])[CH:11]=[CH:10]2, predict the reactants needed to synthesize it. The reactants are: [Cl:1][C:2]1[CH:11]=[CH:10][C:9]2[C:4](=[CH:5][CH:6]=[C:7]([Cl:22])[C:8]=2[NH:12][C:13](=[O:21])[CH2:14][CH:15]2[CH2:20][CH2:19][CH2:18][CH2:17][CH2:16]2)[N:3]=1.C(=O)([O-])[O-].[K+].[K+].[NH2:29][CH2:30][CH2:31][NH:32][CH2:33][CH2:34][OH:35].[ClH:36]. (7) Given the product [ClH:5].[Cl:5][C:6]1[CH:11]=[CH:10][CH:9]=[CH:8][C:7]=1[C:12](=[O:14])[CH2:13][CH2:3][N:2]([CH3:15])[CH3:4], predict the reactants needed to synthesize it. The reactants are: Cl.[NH:2]([CH3:4])[CH3:3].[Cl:5][C:6]1[CH:11]=[CH:10][CH:9]=[CH:8][C:7]=1[C:12](=[O:14])[CH3:13].[CH2:15]=O.